This data is from Catalyst prediction with 721,799 reactions and 888 catalyst types from USPTO. The task is: Predict which catalyst facilitates the given reaction. Reactant: [Br:1][C:2]1[CH:3]=[C:4]2[C:9](=[CH:10][CH:11]=1)[CH:8]=[C:7](O)[CH:6]=[CH:5]2.C(N(CC)CC)C.[F:20][C:21]([F:34])([F:33])[S:22](O[S:22]([C:21]([F:34])([F:33])[F:20])(=[O:24])=[O:23])(=[O:24])=[O:23].O. Product: [Br:1][C:2]1[CH:11]=[CH:10][C:9]2[C:4](=[CH:5][CH:6]=[C:7]([S:22]([C:21]([F:34])([F:33])[F:20])(=[O:24])=[O:23])[CH:8]=2)[CH:3]=1. The catalyst class is: 119.